From a dataset of Reaction yield outcomes from USPTO patents with 853,638 reactions. Predict the reaction yield, written as a fraction of the theoretical maximum amount of product (1.0 means a 100% yield; for example, 0.34 means a 34% yield). (1) The yield is 0.980. The product is [Br:8][C:5]1[CH:6]=[CH:7][C:2]([N:9]2[CH2:13][CH2:12][CH2:11][CH2:10]2)=[N:3][CH:4]=1. The catalyst is C(O)CCC. The reactants are Br[C:2]1[CH:7]=[CH:6][C:5]([Br:8])=[CH:4][N:3]=1.[NH:9]1[CH2:13][CH2:12][CH2:11][CH2:10]1. (2) The reactants are [C:1]([O:5][C:6]([N:8]1[CH2:12][C@H:11]([OH:13])[CH2:10][C@H:9]1[C:14]([N:16]1[CH2:22][CH2:21][CH2:20][N:19]([CH:23]2[CH2:26][CH2:25][CH2:24]2)[CH2:18][CH2:17]1)=[O:15])=[O:7])([CH3:4])([CH3:3])[CH3:2].[F:27][C:28]1[CH:33]=[CH:32][C:31](O)=[CH:30][CH:29]=1.C1(P(C2C=CC=CC=2)C2C=CC=CC=2)C=CC=CC=1.CCOC(/N=N/C(OCC)=O)=O. The catalyst is C1COCC1.[OH-].[Na+]. The product is [C:1]([O:5][C:6]([N:8]1[CH2:12][C@@H:11]([O:13][C:31]2[CH:32]=[CH:33][C:28]([F:27])=[CH:29][CH:30]=2)[CH2:10][C@H:9]1[C:14]([N:16]1[CH2:22][CH2:21][CH2:20][N:19]([CH:23]2[CH2:24][CH2:25][CH2:26]2)[CH2:18][CH2:17]1)=[O:15])=[O:7])([CH3:4])([CH3:2])[CH3:3]. The yield is 0.440. (3) The reactants are [N+:1]([C:4]1[CH:12]=[C:11]([Cl:13])[CH:10]=[CH:9][C:5]=1[C:6]([OH:8])=O)([O-:3])=[O:2].C(Cl)(=O)C(Cl)=O.[CH2:20]([O:22][CH:23]([O:35][CH2:36][CH3:37])[CH2:24][O:25][C:26]1[CH:32]=[CH:31][C:29]([NH2:30])=[CH:28][C:27]=1[O:33][CH3:34])[CH3:21].C(N(CC)CC)C. The catalyst is C(Cl)Cl.CN(C1C=CN=CC=1)C. The product is [Cl:13][C:11]1[CH:10]=[CH:9][C:5]([C:6]([NH:30][C:29]2[CH:31]=[CH:32][C:26]([O:25][CH2:24][CH:23]([O:35][CH2:36][CH3:37])[O:22][CH2:20][CH3:21])=[C:27]([O:33][CH3:34])[CH:28]=2)=[O:8])=[C:4]([N+:1]([O-:3])=[O:2])[CH:12]=1. The yield is 0.860. (4) The reactants are [F:1][C:2]1[CH:7]=[CH:6][C:5]([CH:8]([OH:13])[CH2:9][CH2:10][CH:11]=[CH2:12])=[CH:4][CH:3]=1.[Cr](Cl)([O-])(=O)=O. The catalyst is ClCCl. The product is [F:1][C:2]1[CH:3]=[CH:4][C:5]([C:8](=[O:13])[CH2:9][CH2:10][CH:11]=[CH2:12])=[CH:6][CH:7]=1. The yield is 0.960. (5) The reactants are [CH:1]1([CH2:6][CH:7]([C:16]2[CH:21]=[CH:20][C:19]([O:22]C)=[CH:18][CH:17]=2)[C:8]([NH:10][C:11]2[S:12][CH:13]=[CH:14][N:15]=2)=[O:9])[CH2:5][CH2:4][CH2:3][CH2:2]1.B(Br)(Br)Br. The catalyst is C(Cl)Cl. The product is [CH:1]1([CH2:6][CH:7]([C:16]2[CH:21]=[CH:20][C:19]([OH:22])=[CH:18][CH:17]=2)[C:8]([NH:10][C:11]2[S:12][CH:13]=[CH:14][N:15]=2)=[O:9])[CH2:5][CH2:4][CH2:3][CH2:2]1. The yield is 0.634. (6) The reactants are [CH2:1]([C:8]1[O:12][C:11]([C:13]2[CH:18]=[C:17]([F:19])[CH:16]=[CH:15][C:14]=2[F:20])=[N:10][C:9]=1[C:21](OCC)=[O:22])[C:2]1[CH:7]=[CH:6][CH:5]=[CH:4][CH:3]=1.[Li+].[BH4-]. The catalyst is C1COCC1. The product is [CH2:1]([C:8]1[O:12][C:11]([C:13]2[CH:18]=[C:17]([F:19])[CH:16]=[CH:15][C:14]=2[F:20])=[N:10][C:9]=1[CH2:21][OH:22])[C:2]1[CH:3]=[CH:4][CH:5]=[CH:6][CH:7]=1. The yield is 0.880.